Dataset: Full USPTO retrosynthesis dataset with 1.9M reactions from patents (1976-2016). Task: Predict the reactants needed to synthesize the given product. (1) Given the product [F:18][C:12]1[CH:13]=[CH:14][C:15]([I:17])=[CH:16][C:11]=1[C:10]([C:4](=[CH:3][NH:2][CH2:20][CH2:23][N:24]1[CH2:29][CH2:28][O:27][CH2:26][CH2:25]1)[C:5]([O:7][CH2:8][CH3:9])=[O:6])=[O:19], predict the reactants needed to synthesize it. The reactants are: C[N:2]([CH3:20])/[CH:3]=[C:4](/[C:10](=[O:19])[C:11]1[CH:16]=[C:15]([I:17])[CH:14]=[CH:13][C:12]=1[F:18])\[C:5]([O:7][CH2:8][CH3:9])=[O:6].NC[CH2:23][N:24]1[CH2:29][CH2:28][O:27][CH2:26][CH2:25]1. (2) Given the product [CH2:22]([N:26]1[C:15](=[O:17])[C:10]2[N:11]=[CH:12][CH:13]=[CH:14][C:9]=2[C:1]([C:2]2[CH:3]=[CH:4][CH:5]=[CH:6][CH:7]=2)=[C:27]1[C:28]#[N:29])[CH:23]([CH3:25])[CH3:24], predict the reactants needed to synthesize it. The reactants are: [C:1]([C:9]1[C:10]([C:15]([OH:17])=O)=[N:11][CH:12]=[CH:13][CH:14]=1)(=O)[C:2]1[CH:7]=[CH:6][CH:5]=[CH:4][CH:3]=1.S(Cl)(Cl)=O.[CH2:22]([NH:26][CH2:27][C:28]#[N:29])[CH:23]([CH3:25])[CH3:24].C(OC(=O)C)(=O)C.C(#N)C. (3) Given the product [C:1]1([C:13]([N:17]2[CH2:22][CH2:21][CH:20]([CH2:23][CH2:24][C:25]([O:27][CH3:28])=[O:26])[CH2:19][CH2:18]2)=[O:15])[C:11]2=[C:12]3[C:7](=[CH:8][CH:9]=[CH:10]2)[CH2:6][CH2:5][CH2:4][N:3]3[CH:2]=1, predict the reactants needed to synthesize it. The reactants are: [C:1]1([C:13]([OH:15])=O)[C:11]2=[C:12]3[C:7](=[CH:8][CH:9]=[CH:10]2)[CH2:6][CH2:5][CH2:4][N:3]3[CH:2]=1.Cl.[NH:17]1[CH2:22][CH2:21][CH:20]([CH2:23][CH2:24][C:25]([O:27][CH3:28])=[O:26])[CH2:19][CH2:18]1. (4) Given the product [Cl:1][C:2]1[CH:3]=[C:4]([CH2:10][CH2:11][C:12]2([CH:20]3[CH2:24][CH2:23][CH2:22][CH2:21]3)[O:17][C:16](=[O:18])[C:15]([CH2:34][C:33]3[CH:32]=[CH:31][C:30]([N:25]4[CH:29]=[N:28][CH:27]=[N:26]4)=[CH:37][CH:36]=3)=[C:14]([OH:19])[CH2:13]2)[CH:5]=[CH:6][C:7]=1[O:8][CH3:9], predict the reactants needed to synthesize it. The reactants are: [Cl:1][C:2]1[CH:3]=[C:4]([CH2:10][CH2:11][C:12]2([CH:20]3[CH2:24][CH2:23][CH2:22][CH2:21]3)[O:17][C:16](=[O:18])[CH2:15][C:14](=[O:19])[CH2:13]2)[CH:5]=[CH:6][C:7]=1[O:8][CH3:9].[N:25]1([C:30]2[CH:37]=[CH:36][C:33]([CH:34]=O)=[CH:32][CH:31]=2)[CH:29]=[N:28][CH:27]=[N:26]1. (5) Given the product [CH3:15][O:14][C:12](=[O:13])[CH2:11][CH2:10][C@H:9]1[CH2:16][O:17][C:20]([CH3:22])([CH3:21])[N:8]1[C:6]([O:5][C:1]([CH3:2])([CH3:4])[CH3:3])=[O:7], predict the reactants needed to synthesize it. The reactants are: [C:1]([O:5][C:6]([NH:8][C@H:9]([CH2:16][OH:17])[CH2:10][CH2:11][C:12]([O:14][CH3:15])=[O:13])=[O:7])([CH3:4])([CH3:3])[CH3:2].CO[C:20]([CH3:22])=[CH2:21].CCN(CC)CC.